Dataset: Forward reaction prediction with 1.9M reactions from USPTO patents (1976-2016). Task: Predict the product of the given reaction. Given the reactants [CH:1]([N-]C(C)C)(C)[CH3:2].[Li+].[F:9][C:10]1[CH:11]=[C:12]([CH2:19][C:20]([C:23]2[CH:28]=[CH:27][CH:26]=[CH:25][CH:24]=2)=[N:21][OH:22])[CH:13]=[C:14]([F:18])[C:15]=1[S:16][CH3:17].[Cl-].[NH4+].CC1C=CC(S(O)(=O)=O)=CC=1, predict the reaction product. The product is: [F:18][C:14]1[CH:13]=[C:12]([C:19]2[C:20]([C:23]3[CH:28]=[CH:27][CH:26]=[CH:25][CH:24]=3)=[N:21][O:22][C:1]=2[CH3:2])[CH:11]=[C:10]([F:9])[C:15]=1[S:16][CH3:17].